This data is from Peptide-MHC class II binding affinity with 134,281 pairs from IEDB. The task is: Regression. Given a peptide amino acid sequence and an MHC pseudo amino acid sequence, predict their binding affinity value. This is MHC class II binding data. (1) The peptide sequence is IGSFFYFPSIGMQRT. The MHC is DRB1_0301 with pseudo-sequence DRB1_0301. The binding affinity (normalized) is 0.188. (2) The peptide sequence is NDFLKTGHYTQMVWA. The MHC is DRB1_1501 with pseudo-sequence DRB1_1501. The binding affinity (normalized) is 0.694. (3) The peptide sequence is ASKILGLPTQTVDSS. The MHC is DRB1_0101 with pseudo-sequence DRB1_0101. The binding affinity (normalized) is 1.00.